Dataset: Forward reaction prediction with 1.9M reactions from USPTO patents (1976-2016). Task: Predict the product of the given reaction. (1) Given the reactants COC1C=CC(P2(SP(C3C=CC(OC)=CC=3)(=S)S2)=[S:10])=CC=1.O=[C:24]1[C@H:30]([NH:31][C:32](=[O:41])[O:33][CH2:34][C:35]2[CH:40]=[CH:39][CH:38]=[CH:37][CH:36]=2)[CH2:29][CH2:28][C:27]2[CH:42]=[CH:43][CH:44]=[CH:45][C:26]=2[NH:25]1, predict the reaction product. The product is: [S:10]=[C:24]1[CH:30]([NH:31][C:32](=[O:41])[O:33][CH2:34][C:35]2[CH:40]=[CH:39][CH:38]=[CH:37][CH:36]=2)[CH2:29][CH2:28][C:27]2[CH:42]=[CH:43][CH:44]=[CH:45][C:26]=2[NH:25]1. (2) Given the reactants [NH:1]([C:15]([O:17][CH2:18][C:19]1[CH:24]=[CH:23][CH:22]=[CH:21][CH:20]=1)=[O:16])[C@H:2]([C:11]([O:13][CH3:14])=[O:12])[CH2:3][C:4]1[CH:9]=[CH:8][C:7]([OH:10])=[CH:6][CH:5]=1.OS(O)(=O)=O, predict the reaction product. The product is: [CH3:14][O:13][C:11](=[O:12])[CH:2]([NH:1][C:15]([O:17][CH2:18][C:19]1[CH:24]=[CH:23][CH:22]=[CH:21][CH:20]=1)=[O:16])[CH2:3][C:4]1[CH:5]=[CH:6][C:7]([O:10][C:4]([CH3:9])([CH3:5])[CH3:3])=[CH:8][CH:9]=1. (3) Given the reactants [N:1]1[C:10]2[CH2:9][CH2:8][CH2:7][CH2:6][C:5]=2[N:4]=[CH:3][CH:2]=1.[Br:11]NC(=O)CCC(N)=O.C(=O)(O)[O-].[Na+], predict the reaction product. The product is: [Br:11][CH:9]1[CH2:8][CH2:7][CH2:6][C:5]2[N:4]=[CH:3][CH:2]=[N:1][C:10]1=2. (4) Given the reactants [F:1][C:2]1[CH:7]=[C:6]([O:8][CH2:9][CH2:10][CH2:11][CH:12]2[CH2:17][CH2:16][N:15]([C:18]3[O:22][N:21]=[C:20]([CH:23]([CH3:25])[CH3:24])[N:19]=3)[CH2:14][CH2:13]2)[CH:5]=[CH:4][C:3]=1[CH:26]([NH:34]C1C=CC(OC)=CC=1)[C:27]([N:29]1[CH2:33][CH2:32][CH2:31][CH2:30]1)=[O:28].[O-]S([O-])(=S)=O.[Na+].[Na+], predict the reaction product. The product is: [NH2:34][C@@H:26]([C:3]1[CH:4]=[CH:5][C:6]([O:8][CH2:9][CH2:10][CH2:11][CH:12]2[CH2:17][CH2:16][N:15]([C:18]3[O:22][N:21]=[C:20]([CH:23]([CH3:24])[CH3:25])[N:19]=3)[CH2:14][CH2:13]2)=[CH:7][C:2]=1[F:1])[C:27]([N:29]1[CH2:30][CH2:31][CH2:32][CH2:33]1)=[O:28]. (5) Given the reactants [Br:1][C:2]1[CH:7]=[CH:6][C:5]([CH:8]([OH:10])[CH3:9])=[CH:4][C:3]=1[Cl:11].[C:12]1(O)[CH:17]=[CH:16][CH:15]=[CH:14][CH:13]=1.C1(P(C2C=CC=CC=2)C2C=CC=CC=2)C=CC=CC=1.N(C(OC(C)C)=O)=NC(OC(C)C)=O, predict the reaction product. The product is: [Br:1][C:2]1[CH:7]=[CH:6][C:5]([CH:8]([O:10][C:12]2[CH:17]=[CH:16][CH:15]=[CH:14][CH:13]=2)[CH3:9])=[CH:4][C:3]=1[Cl:11]. (6) Given the reactants [Cl:1][C:2]1[CH:45]=[CH:44][C:5]([CH2:6][C@H:7]([C:20]([N:22]2[CH:27]3[CH2:28][CH2:29][CH:23]2[CH2:24][CH:25]([N:30]([CH:38]2[CH2:43][CH2:42][CH2:41][CH2:40][CH2:39]2)[C:31]([N:33]([CH2:36][CH3:37])[CH2:34][CH3:35])=[O:32])[CH2:26]3)=[O:21])[NH:8][CH2:9][C@H:10]2[CH2:19][C:18]3[C:13](=[CH:14][CH:15]=[CH:16][CH:17]=3)[CH2:12][NH:11]2)=[CH:4][CH:3]=1.Cl, predict the reaction product. The product is: [ClH:1].[Cl:1][C:2]1[CH:3]=[CH:4][C:5]([CH2:6][C@H:7]([C:20]([N:22]2[CH:23]3[CH2:29][CH2:28][CH:27]2[CH2:26][CH:25]([N:30]([CH:38]2[CH2:43][CH2:42][CH2:41][CH2:40][CH2:39]2)[C:31]([N:33]([CH2:34][CH3:35])[CH2:36][CH3:37])=[O:32])[CH2:24]3)=[O:21])[NH:8][CH2:9][C@H:10]2[CH2:19][C:18]3[C:13](=[CH:14][CH:15]=[CH:16][CH:17]=3)[CH2:12][NH:11]2)=[CH:44][CH:45]=1.